This data is from Reaction yield outcomes from USPTO patents with 853,638 reactions. The task is: Predict the reaction yield, written as a fraction of the theoretical maximum amount of product (1.0 means a 100% yield; for example, 0.34 means a 34% yield). (1) The reactants are Br[C:2]1[C:7]([CH3:8])=[CH:6][CH:5]=[CH:4][C:3]=1[CH3:9].[OH:10][C:11]1[CH:19]=[CH:18][CH:17]=[C:16]2[C:12]=1[CH2:13][CH2:14][C:15]2=[O:20].C(=O)([O-])[O-].[K+].[K+].N1C=CC=CC=1. The catalyst is [Cu]=O.CO.C1(C)C=CC=CC=1.CC1C=CC=CC=1C. The product is [CH3:9][C:3]1[CH:4]=[CH:5][CH:6]=[C:7]([CH3:8])[C:2]=1[O:10][C:11]1[CH:19]=[CH:18][CH:17]=[C:16]2[C:12]=1[CH2:13][CH2:14][C:15]2=[O:20]. The yield is 0.0200. (2) The reactants are [C:1]([O-:4])(=[S:3])[CH3:2].[K+].CS(O[C@H:11]1[CH2:15][N:14]([CH3:16])[C@H:13]([C:17]([O:19][CH3:20])=[O:18])[CH2:12]1)(=O)=O.C(OCC)(=O)C.[Cl-].[Na+]. The catalyst is C(O)C.O. The product is [C:1]([S:3][C@@H:11]1[CH2:15][N:14]([CH3:16])[C@H:13]([C:17]([O:19][CH3:20])=[O:18])[CH2:12]1)(=[O:4])[CH3:2]. The yield is 0.970. (3) The reactants are [C:1]([C:3]1[CH:8]=[N:7][CH:6]=[C:5]([N:9]([CH3:11])[CH3:10])[N:4]=1)#[N:2].[C:12](OC)(=[O:20])[C:13]1[C:14](=[CH:16][CH:17]=[CH:18][CH:19]=1)[SH:15].C(N(CC)CC)C. The catalyst is C1(C)C=CC=CC=1. The product is [CH3:10][N:9]([CH3:11])[C:5]1[N:4]=[C:3]([C:1]2[S:15][C:14]3[CH:16]=[CH:17][CH:18]=[CH:19][C:13]=3[C:12](=[O:20])[N:2]=2)[CH:8]=[N:7][CH:6]=1. The yield is 0.320. (4) The reactants are [CH3:1][C:2]1[CH:22]=[C:21]([N+:23]([O-])=O)[CH:20]=[CH:19][C:3]=1[O:4][C:5]1[CH:10]=[CH:9][N:8]=[C:7]([NH:11][C:12]([N:14]2[CH2:18][CH2:17][CH2:16][CH2:15]2)=[O:13])[CH:6]=1.[Cl-].[NH4+].O.C(OCC)(=O)C. The catalyst is C(O)C.[Fe]. The product is [NH2:23][C:21]1[CH:20]=[CH:19][C:3]([O:4][C:5]2[CH:10]=[CH:9][N:8]=[C:7]([NH:11][C:12]([N:14]3[CH2:18][CH2:17][CH2:16][CH2:15]3)=[O:13])[CH:6]=2)=[C:2]([CH3:1])[CH:22]=1. The yield is 0.662. (5) The reactants are [Si]([O:8][CH2:9][CH2:10][N:11]([C:22]1[CH:27]=[CH:26][C:25]([I:28])=[C:24]([Cl:29])[CH:23]=1)[C:12]([C:14]1[C:15]([Cl:21])=[N:16][CH:17]=[N:18][C:19]=1[Cl:20])=[O:13])(C(C)(C)C)(C)C. The catalyst is CCO.Cl.O. The product is [Cl:20][C:19]1[C:14]([C:12]([N:11]([C:22]2[CH:27]=[CH:26][C:25]([I:28])=[C:24]([Cl:29])[CH:23]=2)[CH2:10][CH2:9][OH:8])=[O:13])=[C:15]([Cl:21])[N:16]=[CH:17][N:18]=1. The yield is 1.06. (6) The reactants are [O:1]=[C:2]1[CH:6]([C:7]([O:9][CH2:10][CH3:11])=[O:8])[CH2:5][C:4](=[O:12])[NH:3]1.[N:13]([C:25]([O:27][CH2:28][C:29]1[CH:34]=[CH:33][CH:32]=[CH:31][CH:30]=1)=[O:26])=[N:14][C:15]([O:17][CH2:18][C:19]1[CH:24]=[CH:23][CH:22]=[CH:21][CH:20]=1)=[O:16].C(=O)([O-])[O-].[K+].[K+]. The catalyst is C(OCC)(=O)C. The product is [CH2:28]([O:27][C:25]([N:13]([C:6]1([C:7]([O:9][CH2:10][CH3:11])=[O:8])[CH2:5][C:4](=[O:12])[NH:3][C:2]1=[O:1])[NH:14][C:15]([O:17][CH2:18][C:19]1[CH:24]=[CH:23][CH:22]=[CH:21][CH:20]=1)=[O:16])=[O:26])[C:29]1[CH:30]=[CH:31][CH:32]=[CH:33][CH:34]=1. The yield is 0.940.